Dataset: Forward reaction prediction with 1.9M reactions from USPTO patents (1976-2016). Task: Predict the product of the given reaction. Given the reactants [C:1]([O:5][C:6](=[O:35])[N:7]([CH2:24][CH2:25][CH2:26][NH:27][C:28]([O:30][C:31]([CH3:34])([CH3:33])[CH3:32])=[O:29])[CH2:8][C:9]1[CH:14]=[CH:13][C:12](B2OC(C)(C)C(C)(C)O2)=[CH:11][CH:10]=1)([CH3:4])([CH3:3])[CH3:2].[CH3:36][O:37][C:38](=[O:44])[C:39](I)=[CH:40][O:41][CH3:42].[O-]P([O-])([O-])=O.[K+].[K+].[K+].O1CCOCC1, predict the reaction product. The product is: [CH3:36][O:37][C:38](=[O:44])[C:39]([C:12]1[CH:13]=[CH:14][C:9]([CH2:8][N:7]([C:6]([O:5][C:1]([CH3:4])([CH3:2])[CH3:3])=[O:35])[CH2:24][CH2:25][CH2:26][NH:27][C:28]([O:30][C:31]([CH3:34])([CH3:33])[CH3:32])=[O:29])=[CH:10][CH:11]=1)=[CH:40][O:41][CH3:42].